This data is from Full USPTO retrosynthesis dataset with 1.9M reactions from patents (1976-2016). The task is: Predict the reactants needed to synthesize the given product. Given the product [Br:1][C:22]1[CH:21]=[CH:20][C:18]([NH2:19])=[C:17]([C:13]2[CH:12]=[C:11]([C:10]([F:9])([F:24])[F:25])[N:16]=[CH:15][N:14]=2)[CH:23]=1, predict the reactants needed to synthesize it. The reactants are: [Br:1]N1C(=O)CCC1=O.[F:9][C:10]([F:25])([F:24])[C:11]1[N:16]=[CH:15][N:14]=[C:13]([C:17]2[CH:23]=[CH:22][CH:21]=[CH:20][C:18]=2[NH2:19])[CH:12]=1.O.